Dataset: Reaction yield outcomes from USPTO patents with 853,638 reactions. Task: Predict the reaction yield, written as a fraction of the theoretical maximum amount of product (1.0 means a 100% yield; for example, 0.34 means a 34% yield). (1) The reactants are [F:1][C:2]1[CH:7]=[C:6]([I:8])[CH:5]=[CH:4][C:3]=1[NH:9][C:10]1[CH:11]=[N:12][CH:13]=[CH:14][C:15]=1[C:16]([N:18]1[CH2:21][C:20]([C@@H:23]2[CH2:28][CH2:27][CH2:26][CH2:25][N:24]2C(OC(C)(C)C)=O)([OH:22])[CH2:19]1)=[O:17].Cl.[O:37]1CCO[CH2:39][CH2:38]1. The catalyst is CO. The product is [C:38]([O:22][C:20]1([C@@H:23]2[CH2:28][CH2:27][CH2:26][CH2:25][NH:24]2)[CH2:19][N:18]([C:16]([C:15]2[CH:14]=[CH:13][N:12]=[CH:11][C:10]=2[NH:9][C:3]2[CH:4]=[CH:5][C:6]([I:8])=[CH:7][C:2]=2[F:1])=[O:17])[CH2:21]1)(=[O:37])[CH3:39]. The yield is 0.630. (2) The reactants are [CH3:1][S:2]([C:5]1[CH:10]=[CH:9][C:8](B(O)O)=[CH:7][CH:6]=1)(=[O:4])=[O:3].Cl[C:15]1[N:20]=[N:19][C:18]([O:21][CH2:22][CH:23]2[CH2:28][CH2:27][N:26]([C:29]([O:31][C:32]([CH3:35])([CH3:34])[CH3:33])=[O:30])[CH2:25][CH2:24]2)=[CH:17][CH:16]=1.C([O-])([O-])=O.[Na+].[Na+]. The yield is 0.400. The product is [CH3:1][S:2]([C:5]1[CH:10]=[CH:9][C:8]([C:15]2[N:20]=[N:19][C:18]([O:21][CH2:22][CH:23]3[CH2:24][CH2:25][N:26]([C:29]([O:31][C:32]([CH3:35])([CH3:34])[CH3:33])=[O:30])[CH2:27][CH2:28]3)=[CH:17][CH:16]=2)=[CH:7][CH:6]=1)(=[O:4])=[O:3]. The catalyst is COCCOC.C1C=CC([P]([Pd]([P](C2C=CC=CC=2)(C2C=CC=CC=2)C2C=CC=CC=2)([P](C2C=CC=CC=2)(C2C=CC=CC=2)C2C=CC=CC=2)[P](C2C=CC=CC=2)(C2C=CC=CC=2)C2C=CC=CC=2)(C2C=CC=CC=2)C2C=CC=CC=2)=CC=1. (3) The reactants are [F:1][C:2]1[CH:10]=[CH:9][C:5]([C:6](Cl)=[O:7])=[CH:4][CH:3]=1.[NH2:11][C:12]1[CH:32]=[CH:31][C:15]([CH2:16][NH:17][C:18]2[C:27]3[C:22](=[C:23]([C:28]([NH2:30])=[O:29])[CH:24]=[CH:25][CH:26]=3)[N:21]=[CH:20][N:19]=2)=[CH:14][CH:13]=1.C(N(CC)CC)C.CCOCC. The catalyst is C(Cl)Cl. The product is [F:1][C:2]1[CH:10]=[CH:9][C:5]([C:6]([NH:11][C:12]2[CH:13]=[CH:14][C:15]([CH2:16][NH:17][C:18]3[C:27]4[C:22](=[C:23]([C:28]([NH2:30])=[O:29])[CH:24]=[CH:25][CH:26]=4)[N:21]=[CH:20][N:19]=3)=[CH:31][CH:32]=2)=[O:7])=[CH:4][CH:3]=1. The yield is 0.720.